From a dataset of Peptide-MHC class I binding affinity with 185,985 pairs from IEDB/IMGT. Regression. Given a peptide amino acid sequence and an MHC pseudo amino acid sequence, predict their binding affinity value. This is MHC class I binding data. (1) The peptide sequence is IYTDEVYDY. The MHC is HLA-A24:03 with pseudo-sequence HLA-A24:03. The binding affinity (normalized) is 0.265. (2) The peptide sequence is FPFKYAAAF. The MHC is HLA-B18:01 with pseudo-sequence HLA-B18:01. The binding affinity (normalized) is 0.599. (3) The peptide sequence is RLIDFLKDV. The MHC is HLA-A02:03 with pseudo-sequence HLA-A02:03. The binding affinity (normalized) is 0.816. (4) The peptide sequence is ATNDGLIKK. The binding affinity (normalized) is 0.558. The MHC is HLA-A31:01 with pseudo-sequence HLA-A31:01.